Dataset: Full USPTO retrosynthesis dataset with 1.9M reactions from patents (1976-2016). Task: Predict the reactants needed to synthesize the given product. (1) Given the product [CH2:10]([O:9][C:7](=[O:8])[CH2:6][CH2:5][CH2:4][CH2:3][CH2:2][S:12]([O-:15])(=[O:14])=[O:13])[CH3:11].[Na+:16], predict the reactants needed to synthesize it. The reactants are: Br[CH2:2][CH2:3][CH2:4][CH2:5][CH2:6][C:7]([O:9][CH2:10][CH3:11])=[O:8].[S:12]([O-:15])([O-:14])=[O:13].[Na+:16].[Na+]. (2) Given the product [Cl:1][C:2]1[C:7]([CH2:19][CH2:20][OH:16])=[C:6]([Cl:8])[N:5]=[C:4]([S:9][CH3:10])[N:3]=1, predict the reactants needed to synthesize it. The reactants are: [Cl:1][C:2]1[CH:7]=[C:6]([Cl:8])[N:5]=[C:4]([S:9][CH3:10])[N:3]=1.C([Li])CCC.[O:16]1[CH2:20][CH2:19]OS1(=O)=O.C(=O)=O.Cl.CC1CCCO1. (3) Given the product [CH2:21]([O:20][C:18](=[O:19])[NH:2][C@@H:3]1[CH2:8][CH2:7][CH2:6][CH2:5][C@@H:4]1[CH2:9][OH:10])[C:22]1[CH:27]=[CH:26][CH:25]=[CH:24][CH:23]=1, predict the reactants needed to synthesize it. The reactants are: Cl.[NH2:2][C@H:3]1[CH2:8][CH2:7][CH2:6][CH2:5][C@H:4]1[CH2:9][OH:10].C([O-])([O-])=O.[Na+].[Na+].Cl[C:18]([O:20][CH2:21][C:22]1[CH:27]=[CH:26][CH:25]=[CH:24][CH:23]=1)=[O:19]. (4) Given the product [CH:36]1([O:35][C:34](=[O:42])[NH:1][CH2:2][C:3]2[C:12]3[C:7](=[CH:8][CH:9]=[CH:10][CH:11]=3)[C:6](=[O:13])[N:5]([NH:14][C:15](=[O:24])[CH2:16][C:17]3[CH:18]=[CH:19][C:20]([Cl:23])=[CH:21][CH:22]=3)[N:4]=2)[CH2:41][CH2:40][CH2:39][CH2:38][CH2:37]1, predict the reactants needed to synthesize it. The reactants are: [NH2:1][CH2:2][C:3]1[C:12]2[C:7](=[CH:8][CH:9]=[CH:10][CH:11]=2)[C:6](=[O:13])[N:5]([NH:14][C:15](=[O:24])[CH2:16][C:17]2[CH:22]=[CH:21][C:20]([Cl:23])=[CH:19][CH:18]=2)[N:4]=1.CCN(C(C)C)C(C)C.[C:34](Cl)(=[O:42])[O:35][CH:36]1[CH2:41][CH2:40][CH2:39][CH2:38][CH2:37]1. (5) Given the product [Br:1][C:2]1[C:7]([CH3:8])=[C:6]([CH3:9])[C:5]2[CH:10]([C:13]3[CH:14]=[CH:15][C:16]([CH:19]([CH3:21])[CH3:20])=[CH:17][CH:18]=3)[CH2:11][O:22][C:4]=2[C:3]=1[CH3:23], predict the reactants needed to synthesize it. The reactants are: [Br:1][C:2]1[C:3]([CH3:23])=[C:4]([OH:22])[C:5]([CH:10]([C:13]2[CH:18]=[CH:17][C:16]([CH:19]([CH3:21])[CH3:20])=[CH:15][CH:14]=2)[CH2:11]O)=[C:6]([CH3:9])[C:7]=1[CH3:8]. (6) Given the product [ClH:36].[ClH:35].[CH2:1]([O:8][C:9]1[C:14]([NH:15][C:16]2[S:17][CH:18]=[C:19]([CH3:21])[N:20]=2)=[N:13][CH:12]=[C:11]([S:22][CH2:23][C:24]2[CH:25]=[CH:42][N:41]=[CH:40][CH:39]=2)[CH:10]=1)[C:2]1[CH:7]=[CH:6][CH:5]=[CH:4][CH:3]=1, predict the reactants needed to synthesize it. The reactants are: [CH2:1]([O:8][C:9]1[CH:10]=[C:11]([S:22][CH2:23][CH2:24][C:25](OC)=O)[CH:12]=[N:13][C:14]=1[NH:15][C:16]1[S:17][CH:18]=[C:19]([CH3:21])[N:20]=1)[C:2]1[CH:7]=[CH:6][CH:5]=[CH:4][CH:3]=1.CC([O-])(C)C.[K+].[ClH:35].[Cl:36]CC1C=[CH:42][N:41]=[CH:40][CH:39]=1.Cl.